Dataset: Forward reaction prediction with 1.9M reactions from USPTO patents (1976-2016). Task: Predict the product of the given reaction. (1) The product is: [Cl:26][C:10]1[N:9]=[CH:8][N:7]=[C:6]2[C:11]=1[N:12]=[C:13]([CH2:14][C:15]1[CH:20]=[C:19]([O:21][CH3:22])[CH:18]=[CH:17][C:16]=1[O:23][CH3:24])[N:5]2[CH2:1][CH2:2][CH2:3][CH3:4]. Given the reactants [CH2:1]([NH:5][C:6]1[C:11]([NH:12][C:13](=O)[CH2:14][C:15]2[CH:20]=[C:19]([O:21][CH3:22])[CH:18]=[CH:17][C:16]=2[O:23][CH3:24])=[C:10]([Cl:26])[N:9]=[CH:8][N:7]=1)[CH2:2][CH2:3][CH3:4].CC1C=CC(S(O)(=O)=O)=CC=1, predict the reaction product. (2) Given the reactants FC1C=CC(N2C3C(=CC=CC=3)C([O:17][C@H:18]([C:22]3[CH:27]=[CH:26][CH:25]=[CH:24][CH:23]=3)[C@@H:19]([NH2:21])[CH3:20])=N2)=CC=1.I[C:29]1[CH:37]=[CH:36][CH:35]=[C:34]2[C:30]=1[C:31]([C:38]1[CH:43]=[CH:42][C:41]([F:44])=[CH:40][CH:39]=1)=[N:32][NH:33]2.C[C@H](N)[C@H](O)C1C=CC=CC=1, predict the reaction product. The product is: [F:44][C:41]1[CH:42]=[CH:43][C:38]([C:31]2[C:30]3[C:34](=[CH:35][CH:36]=[CH:37][C:29]=3[O:17][C@H:18]([C:22]3[CH:27]=[CH:26][CH:25]=[CH:24][CH:23]=3)[C@@H:19]([NH2:21])[CH3:20])[NH:33][N:32]=2)=[CH:39][CH:40]=1. (3) Given the reactants [OH:1][C:2]1[CH:10]=[CH:9][CH:8]=[C:4]([C:5]([OH:7])=[O:6])[C:3]=1[NH2:11].N1C=CC=CC=1.[N+:18]([C:21]1[CH:22]=[C:23]([CH:27]=[CH:28][CH:29]=1)[C:24](Cl)=[O:25])([O-:20])=[O:19], predict the reaction product. The product is: [OH:1][C:2]1[C:3]([NH:11][C:24]([C:23]2[CH:27]=[CH:28][CH:29]=[C:21]([N+:18]([O-:20])=[O:19])[CH:22]=2)=[O:25])=[C:4]([CH:8]=[CH:9][CH:10]=1)[C:5]([OH:7])=[O:6]. (4) Given the reactants CS(O[CH2:6][CH:7]1[CH2:9][CH:8]1[C:10]1[N:14]2[C:15](=[O:28])[CH:16]=[C:17]([CH2:19][O:20][C:21]3[CH:26]=[CH:25][C:24]([F:27])=[CH:23][CH:22]=3)[N:18]=[C:13]2[S:12][C:11]=1[CH3:29])(=O)=O.[C-:30]#[N:31].[Na+].O.C(=O)(O)[O-].[NH4+], predict the reaction product. The product is: [F:27][C:24]1[CH:23]=[CH:22][C:21]([O:20][CH2:19][C:17]2[N:18]=[C:13]3[S:12][C:11]([CH3:29])=[C:10]([CH:8]4[CH2:9][CH:7]4[CH2:6][C:30]#[N:31])[N:14]3[C:15](=[O:28])[CH:16]=2)=[CH:26][CH:25]=1. (5) Given the reactants [C:1]([O:4][CH2:5][C:6](=[O:29])[C:7]1[C@:24]2([CH3:25])[C@H:10]([C@H:11]3[C@:21]([F:27])([C@@H:22]([OH:26])[CH2:23]2)[C@:19]2([CH3:20])[C:14](=[CH:15][C:16](=[O:28])[CH:17]=[CH:18]2)[CH2:13][CH2:12]3)[CH2:9][CH:8]=1)(=[O:3])[CH3:2].[C:30]([O:39][CH2:40][CH:41]=[CH2:42])(=[O:38])[CH2:31][C:32]([O:34][CH2:35][CH:36]=[CH2:37])=[O:33].C1CCN2C(=NCCC2)CC1, predict the reaction product. The product is: [CH2:35]([O:34][C:32](=[O:33])[CH:31]([C@@H:8]1[CH2:9][C@@H:10]2[C@:24]([CH3:25])([CH2:23][C@H:22]([OH:26])[C@@:21]3([F:27])[C@H:11]2[CH2:12][CH2:13][C:14]2[C@:19]3([CH3:20])[CH:18]=[CH:17][C:16](=[O:28])[CH:15]=2)[C@H:7]1[C:6](=[O:29])[CH2:5][O:4][C:1](=[O:3])[CH3:2])[C:30]([O:39][CH2:40][CH:41]=[CH2:42])=[O:38])[CH:36]=[CH2:37]. (6) Given the reactants [CH2:1]([O:8][C:9]([N:11]1[CH2:16][C@H:15]([O:17][CH2:18][C:19]2[CH:20]=[CH:21][C:22]3[O:27][CH2:26][CH2:25][N:24]([CH2:28][CH2:29][CH2:30][O:31][CH3:32])[C:23]=3[CH:33]=2)[C@@H:14]([C:34]2[CH:39]=[CH:38][C:37]([O:40][CH3:41])=[CH:36][CH:35]=2)[CH2:13][C@@H:12]1[C:42](O)=[O:43])=[O:10])[C:2]1[CH:7]=[CH:6][CH:5]=[CH:4][CH:3]=1.[C:45]1([C:51]2[CH:52]=[C:53]([CH:56]=[CH:57][CH:58]=2)[CH2:54][NH2:55])[CH:50]=[CH:49][CH:48]=[CH:47][CH:46]=1, predict the reaction product. The product is: [CH2:1]([O:8][C:9]([N:11]1[CH2:16][C@H:15]([O:17][CH2:18][C:19]2[CH:20]=[CH:21][C:22]3[O:27][CH2:26][CH2:25][N:24]([CH2:28][CH2:29][CH2:30][O:31][CH3:32])[C:23]=3[CH:33]=2)[C@@H:14]([C:34]2[CH:39]=[CH:38][C:37]([O:40][CH3:41])=[CH:36][CH:35]=2)[CH2:13][C@@H:12]1[C:42](=[O:43])[NH:55][CH2:54][C:53]1[CH:52]=[C:51]([C:45]2[CH:46]=[CH:47][CH:48]=[CH:49][CH:50]=2)[CH:58]=[CH:57][CH:56]=1)=[O:10])[C:2]1[CH:7]=[CH:6][CH:5]=[CH:4][CH:3]=1. (7) Given the reactants [F:1][C:2]([F:33])([F:32])[C:3]1[CH:4]=[CH:5][C:6]([O:9][C:10]2[CH:15]=[CH:14][C:13]([N:16]3[C:24]4[C:19](=[CH:20][CH:21]=[CH:22][CH:23]=4)[C:18](/[CH:25]=[CH:26]/[C:27]([O:29][CH2:30][CH3:31])=[O:28])=[CH:17]3)=[CH:12][CH:11]=2)=[N:7][CH:8]=1.CC[C@H]1[C@H]2C[C@H]([C@H](OC3C4C(=CC=CC=4)C(O[C@H](C4C=CN=C5C=4C=C(OC)C=C5)[C@@H]4N5C[C@H](CC)[C@@H](CC5)C4)=NN=3)C3C=CN=C4C=3C=C([O:55]C)C=C4)N(CC2)C1.CS(N)(=O)=O.CC(O)C.[OH2:101], predict the reaction product. The product is: [OH:101][C@H:26]([C@@H:25]([OH:55])[C:18]1[C:19]2[C:24](=[CH:23][CH:22]=[CH:21][CH:20]=2)[N:16]([C:13]2[CH:14]=[CH:15][C:10]([O:9][C:6]3[CH:5]=[CH:4][C:3]([C:2]([F:1])([F:32])[F:33])=[CH:8][N:7]=3)=[CH:11][CH:12]=2)[CH:17]=1)[C:27]([O:29][CH2:30][CH3:31])=[O:28]. (8) Given the reactants O.C1(C)C=CC(S(O)(=O)=O)=CC=1.Cl[C:14]1[CH:19]=[CH:18][N:17]=[CH:16][C:15]=1[F:20].[CH3:21][C:22]1[CH:23]=[N:24][NH:25][CH:26]=1.C(=O)(O)[O-].[Na+], predict the reaction product. The product is: [F:20][C:15]1[CH:16]=[N:17][CH:18]=[CH:19][C:14]=1[N:24]1[CH:23]=[C:22]([CH3:21])[CH:26]=[N:25]1. (9) Given the reactants [C:1](OC(=O)C)(=[O:3])[CH3:2].[NH2:8][CH2:9][C:10]1[CH:11]=[C:12]2[C:17](=[CH:18][CH:19]=1)[N:16]([CH:20]1[CH2:25][CH2:24][N:23]([C:26]([O:28][CH2:29][C:30]3[CH:35]=[CH:34][CH:33]=[CH:32][CH:31]=3)=[O:27])[CH2:22][CH2:21]1)[C:15](=[O:36])[N:14]([CH2:37][C:38]1[CH:43]=[CH:42][C:41]([O:44][CH3:45])=[C:40]([O:46][CH3:47])[CH:39]=1)[C:13]2=[O:48].CCN(CC)CC, predict the reaction product. The product is: [C:1]([NH:8][CH2:9][C:10]1[CH:11]=[C:12]2[C:17](=[CH:18][CH:19]=1)[N:16]([CH:20]1[CH2:25][CH2:24][N:23]([C:26]([O:28][CH2:29][C:30]3[CH:31]=[CH:32][CH:33]=[CH:34][CH:35]=3)=[O:27])[CH2:22][CH2:21]1)[C:15](=[O:36])[N:14]([CH2:37][C:38]1[CH:43]=[CH:42][C:41]([O:44][CH3:45])=[C:40]([O:46][CH3:47])[CH:39]=1)[C:13]2=[O:48])(=[O:3])[CH3:2]. (10) Given the reactants [CH2:1]([O:3][C:4](=[O:22])[CH:5]([C:10]1[CH:15]=[CH:14][C:13](I)=[C:12]([O:17][CH2:18][CH:19]2[CH2:21][CH2:20]2)[CH:11]=1)[CH2:6][CH:7]([CH3:9])[CH3:8])[CH3:2].[CH3:23][O:24][C:25]1[CH:30]=[C:29](B(O)O)[CH:28]=[CH:27][N:26]=1.[F-].[Cs+].O.CCOC(C)=O, predict the reaction product. The product is: [CH2:1]([O:3][C:4](=[O:22])[CH:5]([C:10]1[CH:15]=[CH:14][C:13]([C:29]2[CH:28]=[CH:27][N:26]=[C:25]([O:24][CH3:23])[CH:30]=2)=[C:12]([O:17][CH2:18][CH:19]2[CH2:21][CH2:20]2)[CH:11]=1)[CH2:6][CH:7]([CH3:9])[CH3:8])[CH3:2].